From a dataset of Catalyst prediction with 721,799 reactions and 888 catalyst types from USPTO. Predict which catalyst facilitates the given reaction. Reactant: [N+:1]([C:4]1[CH:12]=[CH:11][CH:10]=[C:9]2[C:5]=1[CH:6]=[N:7][N:8]2[C:13]([O:15][C:16]([CH3:19])([CH3:18])[CH3:17])=[O:14])([O-])=O. Product: [NH2:1][C:4]1[CH:12]=[CH:11][CH:10]=[C:9]2[C:5]=1[CH:6]=[N:7][N:8]2[C:13]([O:15][C:16]([CH3:19])([CH3:18])[CH3:17])=[O:14]. The catalyst class is: 29.